From a dataset of Reaction yield outcomes from USPTO patents with 853,638 reactions. Predict the reaction yield, written as a fraction of the theoretical maximum amount of product (1.0 means a 100% yield; for example, 0.34 means a 34% yield). (1) The reactants are [C:1](=[O:13])([O:11][CH3:12])[O:2][C:3]1[CH:8]=[CH:7][C:6]([Br:9])=[CH:5][C:4]=1[CH3:10].OS(O)(=O)=O.[N+:19]([O-])([O-:21])=[O:20].[K+]. The product is [C:1](=[O:13])([O:11][CH3:12])[O:2][C:3]1[CH:8]=[C:7]([N+:19]([O-:21])=[O:20])[C:6]([Br:9])=[CH:5][C:4]=1[CH3:10]. The yield is 0.710. No catalyst specified. (2) The reactants are [NH2:1][C:2]1[CH:7]=[CH:6][C:5]([CH2:8][C:9]([O:11][CH3:12])=[O:10])=[CH:4][C:3]=1[Cl:13].[Br:14][C:15]1[CH:20]=[CH:19][CH:18]=[CH:17][C:16]=1[N:21]=[C:22]=[O:23].CCN(CC)CC. The catalyst is C1COCC1. The product is [Br:14][C:15]1[CH:20]=[CH:19][CH:18]=[CH:17][C:16]=1[NH:21][C:22](=[O:23])[NH:1][C:2]1[CH:7]=[CH:6][C:5]([CH2:8][C:9]([O:11][CH3:12])=[O:10])=[CH:4][C:3]=1[Cl:13]. The yield is 0.670. (3) The product is [CH:33]1([NH:36][C:8]([NH:9][C:10]2[CH:15]=[CH:14][C:13]([O:16][C:17]3[C:26]4[C:21](=[CH:22][C:23]([O:29][CH3:30])=[C:24]([O:27][CH3:28])[CH:25]=4)[N:20]=[CH:19][CH:18]=3)=[CH:12][C:11]=2[F:31])=[O:7])[CH2:35][CH2:34]1. The catalyst is CS(C)=O.CO. The reactants are C1([O:7][C:8](=O)[NH:9][C:10]2[CH:15]=[CH:14][C:13]([O:16][C:17]3[C:26]4[C:21](=[CH:22][C:23]([O:29][CH3:30])=[C:24]([O:27][CH3:28])[CH:25]=4)[N:20]=[CH:19][CH:18]=3)=[CH:12][C:11]=2[F:31])C=CC=CC=1.[CH:33]1([NH2:36])[CH2:35][CH2:34]1.C(OCC)(=O)C.O. The yield is 0.730. (4) The reactants are [CH3:1][O:2][C:3]1[CH:8]=[CH:7][C:6]([CH2:9][CH2:10][CH2:11][C:12]([OH:14])=O)=[CH:5][CH:4]=1.C(N(CC)CC)C.C(Cl)CCl.[NH2:26][C@@H:27]([CH2:36][N:37]1[CH2:42][CH2:41][O:40][CH2:39][CH2:38]1)[C@H:28]([C:30]1[CH:35]=[CH:34][CH:33]=[CH:32][CH:31]=1)[OH:29]. The catalyst is C(Cl)Cl. The product is [CH3:1][O:2][C:3]1[CH:4]=[CH:5][C:6]([CH2:9][CH2:10][CH2:11][C:12]([NH:26][C@@H:27]([CH2:36][N:37]2[CH2:38][CH2:39][O:40][CH2:41][CH2:42]2)[C@H:28]([C:30]2[CH:31]=[CH:32][CH:33]=[CH:34][CH:35]=2)[OH:29])=[O:14])=[CH:7][CH:8]=1. The yield is 0.660. (5) The reactants are Br[C:2]1[CH:3]=[C:4]([CH:7]=[O:8])[S:5][CH:6]=1.[Cu](C#N)[C:10]#[N:11].C(OCC)(=O)C. The catalyst is CN(C=O)C. The product is [C:10]([C:2]1[CH:3]=[C:4]([CH:7]=[O:8])[S:5][CH:6]=1)#[N:11]. The yield is 0.710. (6) The reactants are [CH3:1][O:2][C:3](=[O:33])[C:4]([NH:25][C:26]([O:28][C:29]([CH3:32])([CH3:31])[CH3:30])=[O:27])=[CH:5][C:6]1[CH:11]=[CH:10][C:9]([O:12][CH2:13][C:14]2[CH:19]=[CH:18][CH:17]=[CH:16][CH:15]=2)=[CH:8][C:7]=1[CH2:20][O:21][C:22](=[O:24])[CH3:23].[H][H]. The catalyst is CO. The product is [CH3:1][O:2][C:3](=[O:33])[CH:4]([NH:25][C:26]([O:28][C:29]([CH3:32])([CH3:31])[CH3:30])=[O:27])[CH2:5][C:6]1[CH:11]=[CH:10][C:9]([O:12][CH2:13][C:14]2[CH:19]=[CH:18][CH:17]=[CH:16][CH:15]=2)=[CH:8][C:7]=1[CH2:20][O:21][C:22](=[O:24])[CH3:23]. The yield is 0.900. (7) The reactants are [Br:1][CH2:2][CH2:3][O:4][C:5]1[CH:10]=[CH:9][C:8]([CH2:11][C:12]([OH:14])=O)=[CH:7][CH:6]=1.S(Cl)([Cl:17])=O. No catalyst specified. The product is [Br:1][CH2:2][CH2:3][O:4][C:5]1[CH:10]=[CH:9][C:8]([CH2:11][C:12]([Cl:17])=[O:14])=[CH:7][CH:6]=1. The yield is 0.860. (8) The reactants are [CH2:1]([O:3][C:4](=[O:7])[CH:5]=O)[CH3:2].Cl.Cl.[CH2:10]([NH:17][NH2:18])[C:11]1[CH:16]=[CH:15][CH:14]=[CH:13][CH:12]=1.C([O-])([O-])=O.[Na+].[Na+].O1CCOCC1. The catalyst is C1(C)C=CC=CC=1.O. The product is [CH2:1]([O:3][C:4](=[O:7])[CH:5]=[N:18][NH:17][CH2:10][C:11]1[CH:16]=[CH:15][CH:14]=[CH:13][CH:12]=1)[CH3:2]. The yield is 0.500. (9) The reactants are [C:1]([C:5]1[N:10]=[C:9]([N:11]2[CH2:16][CH2:15][N:14]([CH2:17][CH2:18][CH2:19][CH2:20][NH2:21])[CH2:13][CH2:12]2)[CH:8]=[C:7]([C:22]([F:25])([F:24])[F:23])[N:6]=1)([CH3:4])([CH3:3])[CH3:2].C1N=CN([C:31](N2C=NC=C2)=[O:32])C=1.[Cl:38][C:39]1[CH:44]=[CH:43][CH:42]=[CH:41][C:40]=1[N:45]1[CH2:50][CH2:49][NH:48][CH2:47][CH2:46]1. The catalyst is C(Cl)(Cl)Cl.CO. The product is [C:1]([C:5]1[N:10]=[C:9]([N:11]2[CH2:16][CH2:15][N:14]([CH2:17][CH2:18][CH2:19][CH2:20][NH:21][C:31]([N:48]3[CH2:49][CH2:50][N:45]([C:40]4[CH:41]=[CH:42][CH:43]=[CH:44][C:39]=4[Cl:38])[CH2:46][CH2:47]3)=[O:32])[CH2:13][CH2:12]2)[CH:8]=[C:7]([C:22]([F:24])([F:25])[F:23])[N:6]=1)([CH3:4])([CH3:2])[CH3:3]. The yield is 0.280. (10) The reactants are [C:1]([O:5][C:6](=[O:37])[CH2:7][CH2:8][C@@H:9]([CH2:25]OS(C1C=CC(C)=CC=1)(=O)=O)[CH2:10][C@H:11]1[CH2:15][O:14][C:13]([CH3:17])([CH3:16])[N:12]1[C:18]([O:20][C:21]([CH3:24])([CH3:23])[CH3:22])=[O:19])([CH3:4])([CH3:3])[CH3:2].[CH3:38][NH2:39]. The catalyst is CCO. The product is [C:1]([O:5][C:6](=[O:37])[CH2:7][CH2:8][C@@H:9]([CH2:25][NH:39][CH3:38])[CH2:10][C@H:11]1[CH2:15][O:14][C:13]([CH3:17])([CH3:16])[N:12]1[C:18]([O:20][C:21]([CH3:24])([CH3:23])[CH3:22])=[O:19])([CH3:4])([CH3:3])[CH3:2]. The yield is 0.950.